This data is from Catalyst prediction with 721,799 reactions and 888 catalyst types from USPTO. The task is: Predict which catalyst facilitates the given reaction. Reactant: Cl.[CH3:2][O:3][C:4]1[CH:5]=[C:6]([NH:16][C:17]2[N:18]=[CH:19][C:20]3[CH2:26][NH:25][CH2:24][CH:23]([C:27]4[CH:32]=[CH:31][CH:30]=[CH:29][CH:28]=4)[C:21]=3[N:22]=2)[CH:7]=[CH:8][C:9]=1[N:10]1[CH:14]=[C:13]([CH3:15])[N:12]=[CH:11]1.C(N(C(C)C)CC)(C)C.[C:42](Cl)(=[O:44])[CH3:43]. Product: [CH3:2][O:3][C:4]1[CH:5]=[C:6]([NH:16][C:17]2[N:18]=[CH:19][C:20]3[CH2:26][N:25]([C:42](=[O:44])[CH3:43])[CH2:24][CH:23]([C:27]4[CH:32]=[CH:31][CH:30]=[CH:29][CH:28]=4)[C:21]=3[N:22]=2)[CH:7]=[CH:8][C:9]=1[N:10]1[CH:14]=[C:13]([CH3:15])[N:12]=[CH:11]1. The catalyst class is: 2.